Dataset: NCI-60 drug combinations with 297,098 pairs across 59 cell lines. Task: Regression. Given two drug SMILES strings and cell line genomic features, predict the synergy score measuring deviation from expected non-interaction effect. (1) Drug 1: CC1=CC=C(C=C1)C2=CC(=NN2C3=CC=C(C=C3)S(=O)(=O)N)C(F)(F)F. Drug 2: C1CN1P(=S)(N2CC2)N3CC3. Cell line: KM12. Synergy scores: CSS=13.9, Synergy_ZIP=4.72, Synergy_Bliss=6.93, Synergy_Loewe=-4.87, Synergy_HSA=0.786. (2) Drug 1: CC1=CC2C(CCC3(C2CCC3(C(=O)C)OC(=O)C)C)C4(C1=CC(=O)CC4)C. Drug 2: CN(C)N=NC1=C(NC=N1)C(=O)N. Cell line: RXF 393. Synergy scores: CSS=2.94, Synergy_ZIP=1.04, Synergy_Bliss=3.65, Synergy_Loewe=-1.44, Synergy_HSA=-0.583. (3) Drug 1: C1=NC2=C(N1)C(=S)N=C(N2)N. Drug 2: C1=CN(C=N1)CC(O)(P(=O)(O)O)P(=O)(O)O. Cell line: SW-620. Synergy scores: CSS=27.6, Synergy_ZIP=8.91, Synergy_Bliss=11.7, Synergy_Loewe=6.83, Synergy_HSA=13.2. (4) Drug 1: C1=NC2=C(N1)C(=S)N=C(N2)N. Drug 2: C(=O)(N)NO. Cell line: COLO 205. Synergy scores: CSS=24.9, Synergy_ZIP=-0.309, Synergy_Bliss=2.83, Synergy_Loewe=-13.2, Synergy_HSA=3.47. (5) Drug 1: C1=CC(=CC=C1CC(C(=O)O)N)N(CCCl)CCCl.Cl. Drug 2: CS(=O)(=O)OCCCCOS(=O)(=O)C. Cell line: IGROV1. Synergy scores: CSS=35.2, Synergy_ZIP=12.2, Synergy_Bliss=12.6, Synergy_Loewe=10.2, Synergy_HSA=15.0.